Dataset: Forward reaction prediction with 1.9M reactions from USPTO patents (1976-2016). Task: Predict the product of the given reaction. (1) Given the reactants CN(C(ON1N=NC2C=CC=NC1=2)=[N+](C)C)C.F[P-](F)(F)(F)(F)F.[NH2:25][C:26]1[C:27]([C:36]([OH:38])=O)=[CH:28][C:29]2[C:34]([CH:35]=1)=[CH:33][CH:32]=[CH:31][CH:30]=2.Cl.[NH2:40][C@H:41]([C:46]([O:48][CH3:49])=[O:47])[C@@H:42]([CH2:44][CH3:45])[CH3:43].C(N(C(C)C)CC)(C)C, predict the reaction product. The product is: [NH2:25][C:26]1[C:27]([C:36]([NH:40][C@H:41]([C:46]([O:48][CH3:49])=[O:47])[C@H:42]([CH2:44][CH3:45])[CH3:43])=[O:38])=[CH:28][C:29]2[C:34]([CH:35]=1)=[CH:33][CH:32]=[CH:31][CH:30]=2. (2) Given the reactants Cl.Br[C:3]1[CH:4]=[CH:5][C:6]([Cl:13])=[C:7]2[C:12]=1[CH2:11][NH:10][CH2:9][CH2:8]2.[CH2:14]([O:16][C:17](=[O:36])[CH2:18][C:19]1[CH:24]=[CH:23][C:22]([O:25][CH3:26])=[C:21](B2OC(C)(C)C(C)(C)O2)[CH:20]=1)[CH3:15].C(=O)([O-])[O-].[Na+].[Na+], predict the reaction product. The product is: [CH2:14]([O:16][C:17](=[O:36])[CH2:18][C:19]1[CH:24]=[CH:23][C:22]([O:25][CH3:26])=[C:21]([C:3]2[CH:4]=[CH:5][C:6]([Cl:13])=[C:7]3[C:12]=2[CH2:11][NH:10][CH2:9][CH2:8]3)[CH:20]=1)[CH3:15]. (3) Given the reactants [Si]([O:8][CH2:9][C@H:10]([CH3:28])[O:11][C:12]1[CH:13]=[C:14]([CH:24]=[C:25]([OH:27])[CH:26]=1)[C:15]([NH:17][C:18]1[CH:22]=[CH:21][N:20]([CH3:23])[N:19]=1)=[O:16])(C(C)(C)C)(C)C.[Cl:29][C:30]1[CH:31]=[C:32]([CH:39]=[CH:40][C:41]=1F)[C:33]([N:35]1[CH2:38][CH2:37][CH2:36]1)=[O:34].C(=O)([O-])[O-].[K+].[K+], predict the reaction product. The product is: [N:35]1([C:33]([C:32]2[CH:39]=[CH:40][C:41]([O:27][C:25]3[CH:24]=[C:14]([CH:13]=[C:12]([O:11][C@@H:10]([CH3:28])[CH2:9][OH:8])[CH:26]=3)[C:15]([NH:17][C:18]3[CH:22]=[CH:21][N:20]([CH3:23])[N:19]=3)=[O:16])=[C:30]([Cl:29])[CH:31]=2)=[O:34])[CH2:38][CH2:37][CH2:36]1.